Predict the reaction yield, written as a fraction of the theoretical maximum amount of product (1.0 means a 100% yield; for example, 0.34 means a 34% yield). From a dataset of Reaction yield outcomes from USPTO patents with 853,638 reactions. (1) The reactants are [CH3:1][C:2]1([CH3:10])[O:9][C:7](=[O:8])[CH2:6][C:4](=[O:5])[O:3]1.[CH:11]([O-])([O-])OC.[F:16][C:17]1[CH:18]=[CH:19][C:20]([O:24][CH2:25][CH2:26][CH3:27])=[C:21]([CH:23]=1)[NH2:22]. No catalyst specified. The product is [F:16][C:17]1[CH:18]=[CH:19][C:20]([O:24][CH2:25][CH2:26][CH3:27])=[C:21]([NH:22][CH:11]=[C:6]2[C:7](=[O:8])[O:9][C:2]([CH3:10])([CH3:1])[O:3][C:4]2=[O:5])[CH:23]=1. The yield is 0.930. (2) The reactants are C([O:8][C:9]1[N:14]=[CH:13][C:12]([C:15]2[CH:20]=[CH:19][C:18]([CH2:21][C:22]([NH:24][C:25]3[CH:30]=[CH:29][C:28]([CH2:31][C:32]([CH3:36])([CH3:35])[CH2:33][OH:34])=[C:27]([C:37]([F:40])([F:39])[F:38])[CH:26]=3)=[O:23])=[C:17]([F:41])[CH:16]=2)=[C:11]([O:42][CH2:43][CH3:44])[CH:10]=1)C1C=CC=CC=1. The catalyst is CO.[Pd]. The product is [CH2:43]([O:42][C:11]1[C:12]([C:15]2[CH:20]=[CH:19][C:18]([CH2:21][C:22]([NH:24][C:25]3[CH:30]=[CH:29][C:28]([CH2:31][C:32]([CH3:35])([CH3:36])[CH2:33][OH:34])=[C:27]([C:37]([F:39])([F:40])[F:38])[CH:26]=3)=[O:23])=[C:17]([F:41])[CH:16]=2)=[CH:13][NH:14][C:9](=[O:8])[CH:10]=1)[CH3:44]. The yield is 0.677. (3) The reactants are [Cl:1][C:2]1[CH:3]=[C:4]([CH:12]([CH2:32][CH:33]2[CH2:38][CH2:37][O:36][CH2:35][CH2:34]2)[C:13](=O)[CH2:14][CH2:15][C:16]([C:18]2[S:19][C:20]([CH2:23][O:24][CH:25]3[CH2:30]CCC[O:26]3)=[CH:21][N:22]=2)=O)[CH:5]=[CH:6][C:7]=1[S:8]([CH3:11])(=[O:10])=[O:9].C([O-])(=O)C.[NH4+:43].C(=O)([O-])O.[Na+]. The catalyst is C(O)(=O)C.C(OCC)(=O)C. The product is [C:25]([O:24][CH2:23][C:20]1[S:19][C:18]([C:16]2[NH:43][C:13]([CH:12]([C:4]3[CH:5]=[CH:6][C:7]([S:8]([CH3:11])(=[O:10])=[O:9])=[C:2]([Cl:1])[CH:3]=3)[CH2:32][CH:33]3[CH2:38][CH2:37][O:36][CH2:35][CH2:34]3)=[CH:14][CH:15]=2)=[N:22][CH:21]=1)(=[O:26])[CH3:30]. The yield is 0.310. (4) The reactants are [NH2:1][C:2]1[NH:7][C:6](=[O:8])[C:5]([CH2:9][NH:10][C:11]([C@H:13]2[CH2:18][CH2:17][C@H:16]([C:19]([O:21][CH3:22])=[O:20])[CH2:15][CH2:14]2)=O)=[N:4][N:3]=1.O=P(Cl)(Cl)Cl. The catalyst is ClCCCl. The product is [NH2:1][C:2]1[NH:7][C:6](=[O:8])[C:5]2=[CH:9][N:10]=[C:11]([C@H:13]3[CH2:18][CH2:17][C@H:16]([C:19]([O:21][CH3:22])=[O:20])[CH2:15][CH2:14]3)[N:4]2[N:3]=1. The yield is 0.760. (5) The yield is 0.640. The product is [CH3:25][Si:24]([CH3:27])([CH3:26])[C:23]#[C:22][CH2:21][CH2:1][C:2]1[CH:11]=[CH:10][C:9]2[C:4](=[CH:5][CH:6]=[CH:7][CH:8]=2)[N:3]=1. The reactants are [CH3:1][C:2]1[CH:11]=[CH:10][C:9]2[C:4](=[CH:5][CH:6]=[CH:7][CH:8]=2)[N:3]=1.[Li+].CC([N-]C(C)C)C.Br[CH2:21][C:22]#[C:23][Si:24]([CH3:27])([CH3:26])[CH3:25]. The catalyst is C1COCC1. (6) The reactants are [Br:1][C:2]1[CH:7]=[CH:6][C:5]([OH:8])=[C:4]([C:9]2[NH:10][C:11]3[C:16]([CH:17]=2)=[CH:15][CH:14]=[CH:13][CH:12]=3)[CH:3]=1.[CH3:18][C:19]1C=CC(S(O)(=O)=O)=C[CH:24]=1. The catalyst is CC(C)=O. The product is [Br:1][C:2]1[CH:3]=[C:4]2[C:9]3[NH:10][C:11]4[C:16]([C:17]=3[C:19]([CH3:24])([CH3:18])[O:8][C:5]2=[CH:6][CH:7]=1)=[CH:15][CH:14]=[CH:13][CH:12]=4. The yield is 0.793. (7) The reactants are [Cl-].[NH4+].[F:3][C:4]1[CH:5]=[C:6]([S:11][C:12]2[CH:13]=[C:14]3[C:20]([NH:21][C:22](=[O:33])[CH2:23][C:24]4[CH:29]=[CH:28][C:27]([N+:30]([O-])=O)=[CH:26][CH:25]=4)=[N:19][NH:18][C:15]3=[N:16][CH:17]=2)[CH:7]=[C:8]([F:10])[CH:9]=1. The catalyst is O.C(O)C.O.C(O)(=O)C.[Fe]. The product is [NH2:30][C:27]1[CH:28]=[CH:29][C:24]([CH2:23][C:22]([NH:21][C:20]2[C:14]3[C:15](=[N:16][CH:17]=[C:12]([S:11][C:6]4[CH:5]=[C:4]([F:3])[CH:9]=[C:8]([F:10])[CH:7]=4)[CH:13]=3)[NH:18][N:19]=2)=[O:33])=[CH:25][CH:26]=1. The yield is 0.0400.